This data is from Catalyst prediction with 721,799 reactions and 888 catalyst types from USPTO. The task is: Predict which catalyst facilitates the given reaction. Product: [O:1]=[C:2]1[C:11]2[C:6](=[CH:7][CH:8]=[CH:9][CH:10]=2)[N:5]([CH2:2][C:11]2[CH:6]=[CH:7][C:8]([N:17]3[CH:21]=[CH:20][CH:19]=[N:18]3)=[CH:9][CH:10]=2)[N:4]=[C:3]1[C:12]([O:14][CH2:15][CH3:16])=[O:13]. Reactant: [O:1]=[C:2]1[C:11]2[C:6](=[CH:7][CH:8]=[CH:9][CH:10]=2)[NH:5][N:4]=[C:3]1[C:12]([O:14][CH2:15][CH3:16])=[O:13].[NH:17]1[CH:21]=[CH:20][CH:19]=[N:18]1.C(=O)([O-])[O-].[K+].[K+]. The catalyst class is: 9.